Task: Binary Classification. Given a drug SMILES string, predict its activity (active/inactive) in a high-throughput screening assay against a specified biological target.. Dataset: Cav3 T-type calcium channel HTS with 100,875 compounds (1) The compound is Fc1cc(CCN2C(CNC(=O)C2=O)Cc2ccccc2)ccc1. The result is 0 (inactive). (2) The drug is S1(=O)(=O)N(C2CCCC2)C(c2c1ccc(c2)C(F)(F)F)CC(O)=O. The result is 0 (inactive). (3) The drug is O=C1N(CC(C1)C(=O)NCc1c(OC)cccc1)c1cc(c(cc1)C)C. The result is 0 (inactive). (4) The compound is FC(F)(F)C(NCCc1ccccc1)(NC(OCC)=O)C(F)(F)F. The result is 0 (inactive). (5) The drug is Clc1ccc(CN2CC(CCC2)C(=O)N)cc1. The result is 0 (inactive).